Dataset: Forward reaction prediction with 1.9M reactions from USPTO patents (1976-2016). Task: Predict the product of the given reaction. Given the reactants [NH2:1][C:2]1[CH:3]=[C:4]([CH:7]=[CH:8][CH:9]=1)[CH:5]=[O:6].[Cl:10][CH:11]([Cl:15])[C:12](Cl)=[O:13], predict the reaction product. The product is: [Cl:10][CH:11]([Cl:15])[C:12]([NH:1][C:2]1[CH:9]=[CH:8][CH:7]=[C:4]([CH:5]=[O:6])[CH:3]=1)=[O:13].